Dataset: Forward reaction prediction with 1.9M reactions from USPTO patents (1976-2016). Task: Predict the product of the given reaction. (1) Given the reactants C([Li])CCC.[Cl:6][C:7]1[C:8]2[N:9]([C:13]([CH:16]3[CH2:21][CH2:20][O:19][CH2:18][CH2:17]3)=[N:14][CH:15]=2)[CH:10]=[CH:11][N:12]=1.[Cl:22]C(Cl)(Cl)C(Cl)(Cl)Cl, predict the reaction product. The product is: [Cl:22][C:10]1[N:9]2[C:13]([CH:16]3[CH2:21][CH2:20][O:19][CH2:18][CH2:17]3)=[N:14][CH:15]=[C:8]2[C:7]([Cl:6])=[N:12][CH:11]=1. (2) Given the reactants [F:1][C:2]1[C:7]([B-:8]([C:31]2[C:36]([F:37])=[C:35]([F:38])[C:34]([F:39])=[C:33]([F:40])[C:32]=2[F:41])([C:20]2[C:25]([F:26])=[C:24]([F:27])[C:23]([F:28])=[C:22]([F:29])[C:21]=2[F:30])[C:9]2[C:14]([F:15])=[C:13]([F:16])[C:12]([F:17])=[C:11]([F:18])[C:10]=2[F:19])=[C:6]([F:42])[C:5]([F:43])=[C:4]([F:44])[C:3]=1[F:45].Br[Mg+:47], predict the reaction product. The product is: [F:37][C:36]1[C:31]([B-:8]([C:9]2[C:14]([F:15])=[C:13]([F:16])[C:12]([F:17])=[C:11]([F:18])[C:10]=2[F:19])([C:7]2[C:6]([F:42])=[C:5]([F:43])[C:4]([F:44])=[C:3]([F:45])[C:2]=2[F:1])[C:20]2[C:21]([F:30])=[C:22]([F:29])[C:23]([F:28])=[C:24]([F:27])[C:25]=2[F:26])=[C:32]([F:41])[C:33]([F:40])=[C:34]([F:39])[C:35]=1[F:38].[F:37][C:36]1[C:31]([B-:8]([C:9]2[C:14]([F:15])=[C:13]([F:16])[C:12]([F:17])=[C:11]([F:18])[C:10]=2[F:19])([C:7]2[C:6]([F:42])=[C:5]([F:43])[C:4]([F:44])=[C:3]([F:45])[C:2]=2[F:1])[C:20]2[C:21]([F:30])=[C:22]([F:29])[C:23]([F:28])=[C:24]([F:27])[C:25]=2[F:26])=[C:32]([F:41])[C:33]([F:40])=[C:34]([F:39])[C:35]=1[F:38].[Mg+2:47]. (3) Given the reactants C([O:5][C:6](=[O:43])[C@@H:7]([NH:29][S:30]([C:33]1[CH:34]=[CH:35][CH:36]=[C:37]2[C:42]=1[N:41]=[CH:40][CH:39]=[CH:38]2)(=[O:32])=[O:31])[CH2:8][NH:9][C:10](=[O:28])[C:11]1[CH:16]=[CH:15][C:14]([CH2:17][CH2:18][C:19](=[O:27])[NH:20][C:21]2[NH:22][CH2:23][CH2:24][CH2:25][N:26]=2)=[CH:13][CH:12]=1)(C)(C)C.FC(F)(F)C(O)=O, predict the reaction product. The product is: [N:41]1[C:42]2[C:37](=[CH:36][CH:35]=[CH:34][C:33]=2[S:30]([NH:29][C@@H:7]([CH2:8][NH:9][C:10](=[O:28])[C:11]2[CH:12]=[CH:13][C:14]([CH2:17][CH2:18][C:19](=[O:27])[NH:20][C:21]3[NH:22][CH2:23][CH2:24][CH2:25][N:26]=3)=[CH:15][CH:16]=2)[C:6]([OH:43])=[O:5])(=[O:31])=[O:32])[CH:38]=[CH:39][CH:40]=1. (4) Given the reactants CCN=C=NCCCN(C)C.[CH2:12]1[C:17](=[O:18])[N:16]([OH:19])[C:14](=[O:15])[CH:13]1[S:20]([O-:23])(=[O:22])=[O:21].[Na+], predict the reaction product. The product is: [S:20]([CH:13]1[CH2:12][C:17](=[O:18])[N:16]([OH:19])[C:14]1=[O:15])([OH:23])(=[O:21])=[O:22]. (5) The product is: [C:34]([O:38][C:39](=[O:47])[N:40]([CH3:46])[CH:41]1[CH2:45][CH2:44][N:43]([C:2]2[CH:7]=[CH:6][N:5]=[C:4]([C:8]3[CH:12]=[CH:11][S:10][CH:9]=3)[CH:3]=2)[CH2:42]1)([CH3:37])([CH3:36])[CH3:35]. Given the reactants Cl[C:2]1[CH:7]=[CH:6][N:5]=[C:4]([C:8]2[CH:12]=[CH:11][S:10][CH:9]=2)[CH:3]=1.C(P(C(C)(C)C)C1C=CC=CC=1C1C=CC=CC=1)(C)(C)C.[C:34]([O:38][C:39](=[O:47])[N:40]([CH3:46])[CH:41]1[CH2:45][CH2:44][NH:43][CH2:42]1)([CH3:37])([CH3:36])[CH3:35].CC([O-])(C)C.[Na+], predict the reaction product. (6) Given the reactants [F:1][C:2]1[CH:3]=[C:4]([C:9]2[C:14]([CH2:15][CH2:16][CH2:17][CH2:18][CH2:19][CH2:20][CH3:21])=[CH:13][C:12](=[O:22])[N:11]3[CH:23]([C:26]([NH2:28])=[O:27])[CH2:24][S:25][C:10]=23)[CH:5]=[CH:6][C:7]=1[F:8].[CH3:29][S:30](N)(=[O:32])=[O:31], predict the reaction product. The product is: [F:1][C:2]1[CH:3]=[C:4]([C:9]2[C:14]([CH2:15][CH2:16][CH2:17][CH2:18][CH2:19][CH2:20][CH3:21])=[CH:13][C:12](=[O:22])[N:11]3[C@H:23]([C:26]([NH:28][S:30]([CH3:29])(=[O:32])=[O:31])=[O:27])[CH2:24][S:25][C:10]=23)[CH:5]=[CH:6][C:7]=1[F:8]. (7) Given the reactants O[C@@H:2]1[C@@H:6]([CH:7]=[CH2:8])[CH2:5][N:4]([C:9]([O:11][CH2:12][C:13]2[CH:18]=[CH:17][CH:16]=[CH:15][CH:14]=2)=[O:10])[CH2:3]1.C(N(C(C)C)CC)(C)C.F.F.F.C(N(CC)CC)C.[F:38]C(F)(S(F)(=O)=O)C(F)(F)C(F)(F)C(F)(F)F, predict the reaction product. The product is: [F:38][C@H:2]1[C@@H:6]([CH:7]=[CH2:8])[CH2:5][N:4]([C:9]([O:11][CH2:12][C:13]2[CH:18]=[CH:17][CH:16]=[CH:15][CH:14]=2)=[O:10])[CH2:3]1. (8) The product is: [NH:28]1[C:29]2[CH:34]=[CH:33][CH:32]=[CH:31][C:30]=2[N:26]=[C:27]1[C:35]1[C:43]2[C:38](=[CH:39][CH:40]=[C:41]([NH:44][C:4]([CH:1]3[CH2:3][CH2:2]3)=[O:6])[CH:42]=2)[N:37]([CH:45]2[CH2:50][CH2:49][CH2:48][CH2:47][O:46]2)[N:36]=1. Given the reactants [CH:1]1([C:4]([OH:6])=O)[CH2:3][CH2:2]1.C1C=CC2N(O)N=NC=2C=1.C(Cl)CCl.C(=O)(O)[O-].[Na+].[NH:26]1[C:30]2[CH:31]=[CH:32][CH:33]=[CH:34][C:29]=2[N:28]=[C:27]1[C:35]1[C:43]2[C:38](=[CH:39][CH:40]=[C:41]([NH2:44])[CH:42]=2)[N:37]([CH:45]2[CH2:50][CH2:49][CH2:48][CH2:47][O:46]2)[N:36]=1, predict the reaction product.